From a dataset of Reaction yield outcomes from USPTO patents with 853,638 reactions. Predict the reaction yield, written as a fraction of the theoretical maximum amount of product (1.0 means a 100% yield; for example, 0.34 means a 34% yield). The reactants are Br[C:2]1[CH:3]=[C:4]([N:13]([CH2:26][CH3:27])[C@H:14]2[CH2:19][CH2:18][C@H:17]([N:20]([CH2:22][CH2:23][O:24][CH3:25])[CH3:21])[CH2:16][CH2:15]2)[C:5]([CH3:12])=[C:6]([CH:11]=1)[C:7]([O:9][CH3:10])=[O:8].[CH2:28]([N:31]1[CH2:36][CH2:35][O:34][CH2:33][CH2:32]1)[C:29]#[CH:30].C(N(CC)CC)C. The catalyst is CN(C=O)C.[Cu]I.C1C=CC([P]([Pd]([P](C2C=CC=CC=2)(C2C=CC=CC=2)C2C=CC=CC=2)([P](C2C=CC=CC=2)(C2C=CC=CC=2)C2C=CC=CC=2)[P](C2C=CC=CC=2)(C2C=CC=CC=2)C2C=CC=CC=2)(C2C=CC=CC=2)C2C=CC=CC=2)=CC=1. The product is [CH2:26]([N:13]([C@H:14]1[CH2:19][CH2:18][C@H:17]([N:20]([CH2:22][CH2:23][O:24][CH3:25])[CH3:21])[CH2:16][CH2:15]1)[C:4]1[C:5]([CH3:12])=[C:6]([CH:11]=[C:2]([C:30]#[C:29][CH2:28][N:31]2[CH2:36][CH2:35][O:34][CH2:33][CH2:32]2)[CH:3]=1)[C:7]([O:9][CH3:10])=[O:8])[CH3:27]. The yield is 0.637.